From a dataset of Full USPTO retrosynthesis dataset with 1.9M reactions from patents (1976-2016). Predict the reactants needed to synthesize the given product. Given the product [OH:8][NH:9][C:10](=[O:38])[CH2:11][CH2:12][CH2:13][CH2:14][CH2:15][O:16][C:17]1[CH:18]=[CH:19][C:20]2[N:24]=[C:23]([C:25]3[CH:26]=[CH:27][CH:28]=[CH:29][CH:30]=3)[N:22]([C:31]3[CH:36]=[CH:35][CH:34]=[CH:33][CH:32]=3)[C:21]=2[CH:37]=1, predict the reactants needed to synthesize it. The reactants are: C1(C[O:8][NH:9][C:10](=[O:38])[CH2:11][CH2:12][CH2:13][CH2:14][CH2:15][O:16][C:17]2[CH:18]=[CH:19][C:20]3[N:24]=[C:23]([C:25]4[CH:30]=[CH:29][CH:28]=[CH:27][CH:26]=4)[N:22]([C:31]4[CH:36]=[CH:35][CH:34]=[CH:33][CH:32]=4)[C:21]=3[CH:37]=2)C=CC=CC=1.